Dataset: Catalyst prediction with 721,799 reactions and 888 catalyst types from USPTO. Task: Predict which catalyst facilitates the given reaction. (1) Reactant: [CH3:1][O:2][C:3]1[CH:11]=[C:10]2[C:6]([C:7]([CH:12]([CH2:17][CH3:18])[C:13]([O:15]C)=[O:14])=[CH:8][CH2:9]2)=[CH:5][CH:4]=1.[OH-].[K+]. Product: [CH3:1][O:2][C:3]1[CH:11]=[C:10]2[C:6]([C:7]([CH:12]([CH2:17][CH3:18])[C:13]([OH:15])=[O:14])=[CH:8][CH2:9]2)=[CH:5][CH:4]=1. The catalyst class is: 24. (2) Reactant: OC(C(F)(F)F)=O.[Br:8][C:9]1[C:10]([NH:28][CH2:29][CH:30]2[CH2:34][CH2:33][CH2:32][O:31]2)=[N:11][C:12]([NH:15][C:16]2[CH:21]=[CH:20][C:19]([N:22]3[CH2:27][CH2:26][NH:25][CH2:24][CH2:23]3)=[CH:18][CH:17]=2)=[N:13][CH:14]=1.CCN(C(C)C)C(C)C.[C:44]1(=[O:50])[O:49][C:47](=[O:48])[CH2:46][CH2:45]1. Product: [Br:8][C:9]1[C:10]([NH:28][CH2:29][CH:30]2[CH2:34][CH2:33][CH2:32][O:31]2)=[N:11][C:12]([NH:15][C:16]2[CH:21]=[CH:20][C:19]([N:22]3[CH2:27][CH2:26][N:25]([C:44](=[O:50])[CH2:45][CH2:46][C:47]([OH:49])=[O:48])[CH2:24][CH2:23]3)=[CH:18][CH:17]=2)=[N:13][CH:14]=1. The catalyst class is: 22. (3) Product: [OH:8]/[N:9]=[C:10](\[NH:20][C:22](=[O:23])[O:24][C:25]1[CH:30]=[CH:29][CH:28]=[CH:27][CH:26]=1)/[CH2:11][C:12]1[CH:17]=[CH:16][C:15]([I:18])=[C:14]([CH3:19])[CH:13]=1. The catalyst class is: 4. Reactant: C(N(CC)CC)C.[OH:8]/[N:9]=[C:10](\[NH2:20])/[CH2:11][C:12]1[CH:17]=[CH:16][C:15]([I:18])=[C:14]([CH3:19])[CH:13]=1.Cl[C:22]([O:24][C:25]1[CH:30]=[CH:29][CH:28]=[CH:27][CH:26]=1)=[O:23].